Dataset: NCI-60 drug combinations with 297,098 pairs across 59 cell lines. Task: Regression. Given two drug SMILES strings and cell line genomic features, predict the synergy score measuring deviation from expected non-interaction effect. (1) Drug 1: COC1=NC(=NC2=C1N=CN2C3C(C(C(O3)CO)O)O)N. Drug 2: C1CN(P(=O)(OC1)NCCCl)CCCl. Cell line: SN12C. Synergy scores: CSS=-13.6, Synergy_ZIP=4.28, Synergy_Bliss=-2.25, Synergy_Loewe=-9.61, Synergy_HSA=-9.78. (2) Drug 2: COC1=C(C=C2C(=C1)N=CN=C2NC3=CC(=C(C=C3)F)Cl)OCCCN4CCOCC4. Cell line: SF-295. Drug 1: CC1=C(C=C(C=C1)NC2=NC=CC(=N2)N(C)C3=CC4=NN(C(=C4C=C3)C)C)S(=O)(=O)N.Cl. Synergy scores: CSS=21.7, Synergy_ZIP=7.11, Synergy_Bliss=10.0, Synergy_Loewe=11.6, Synergy_HSA=11.7. (3) Drug 1: C1=C(C(=O)NC(=O)N1)N(CCCl)CCCl. Drug 2: COC1=NC(=NC2=C1N=CN2C3C(C(C(O3)CO)O)O)N. Cell line: SN12C. Synergy scores: CSS=47.2, Synergy_ZIP=7.36, Synergy_Bliss=6.46, Synergy_Loewe=-7.66, Synergy_HSA=6.57. (4) Drug 1: CCN(CC)CCNC(=O)C1=C(NC(=C1C)C=C2C3=C(C=CC(=C3)F)NC2=O)C. Drug 2: CCN(CC)CCCC(C)NC1=C2C=C(C=CC2=NC3=C1C=CC(=C3)Cl)OC. Cell line: LOX IMVI. Synergy scores: CSS=21.2, Synergy_ZIP=-5.29, Synergy_Bliss=-6.23, Synergy_Loewe=-12.6, Synergy_HSA=-2.17. (5) Drug 1: C1=CN(C=N1)CC(O)(P(=O)(O)O)P(=O)(O)O. Drug 2: C1CCC(C(C1)N)N.C(=O)(C(=O)[O-])[O-].[Pt+4]. Cell line: TK-10. Synergy scores: CSS=13.7, Synergy_ZIP=-5.33, Synergy_Bliss=3.25, Synergy_Loewe=0.219, Synergy_HSA=0.782. (6) Drug 1: CC1OCC2C(O1)C(C(C(O2)OC3C4COC(=O)C4C(C5=CC6=C(C=C35)OCO6)C7=CC(=C(C(=C7)OC)O)OC)O)O. Drug 2: CC1C(C(CC(O1)OC2CC(CC3=C2C(=C4C(=C3O)C(=O)C5=C(C4=O)C(=CC=C5)OC)O)(C(=O)C)O)N)O.Cl. Cell line: OVCAR-5. Synergy scores: CSS=37.3, Synergy_ZIP=5.73, Synergy_Bliss=12.4, Synergy_Loewe=5.48, Synergy_HSA=12.8.